Dataset: NCI-60 drug combinations with 297,098 pairs across 59 cell lines. Task: Regression. Given two drug SMILES strings and cell line genomic features, predict the synergy score measuring deviation from expected non-interaction effect. Drug 1: C1=CN(C(=O)N=C1N)C2C(C(C(O2)CO)O)O.Cl. Drug 2: C1CCC(C(C1)N)N.C(=O)(C(=O)[O-])[O-].[Pt+4]. Cell line: RPMI-8226. Synergy scores: CSS=46.9, Synergy_ZIP=2.60, Synergy_Bliss=3.28, Synergy_Loewe=-4.15, Synergy_HSA=2.62.